From a dataset of Full USPTO retrosynthesis dataset with 1.9M reactions from patents (1976-2016). Predict the reactants needed to synthesize the given product. (1) Given the product [C:4]1([CH2:10][O:11][C:12]2[CH:13]=[C:14]([CH:19]=[C:20]([O:22][C@H:23]3[CH2:27][CH2:26][O:25][CH2:24]3)[CH:21]=2)[C:15]([OH:17])=[O:16])[CH:5]=[CH:6][CH:7]=[CH:8][CH:9]=1, predict the reactants needed to synthesize it. The reactants are: O.[OH-].[Li+].[C:4]1([CH2:10][O:11][C:12]2[CH:13]=[C:14]([CH:19]=[C:20]([O:22][C@H:23]3[CH2:27][CH2:26][O:25][CH2:24]3)[CH:21]=2)[C:15]([O:17]C)=[O:16])[CH:9]=[CH:8][CH:7]=[CH:6][CH:5]=1. (2) Given the product [C:1]([OH:5])(=[O:4])[CH:2]=[CH2:3].[NH2:17][C:18]([O:64][CH2:54][CH3:53])=[O:19], predict the reactants needed to synthesize it. The reactants are: [C:1]([O:5]CC(O)C)(=[O:4])[CH:2]=[CH2:3].CC1C(N=C=O)=CC([N:17]=[C:18]=[O:19])=CC=1.C([O-])(=O)C.C([O-])(=O)C.C([Sn+2]CCCC)CCC.COC1C=CC(O)=CC=1.C([C:53]1C=C(C)C=C(C(C)(C)C)[C:54]=1[OH:64])(C)(C)C. (3) Given the product [Cl:1][C:2]1[C:26]([Cl:27])=[CH:25][CH:24]=[CH:23][C:3]=1[CH2:4][C:5]1[C:9]([NH2:10])=[N:8][NH:7][C:6]=1[O:21][CH3:22], predict the reactants needed to synthesize it. The reactants are: [Cl:1][C:2]1[C:26]([Cl:27])=[CH:25][CH:24]=[CH:23][C:3]=1[CH2:4][C:5]1[C:6]([O:21][CH3:22])=[N:7][NH:8][C:9]=1[N:10]1C(=O)C2C(=CC=CC=2)C1=O.O.NN.